Dataset: TCR-epitope binding with 47,182 pairs between 192 epitopes and 23,139 TCRs. Task: Binary Classification. Given a T-cell receptor sequence (or CDR3 region) and an epitope sequence, predict whether binding occurs between them. (1) The epitope is FLPRVFSAV. The TCR CDR3 sequence is CATTEGQQETQYF. Result: 0 (the TCR does not bind to the epitope). (2) The epitope is GLCTLVAML. The TCR CDR3 sequence is CASSSPGVNYGYTF. Result: 1 (the TCR binds to the epitope). (3) The epitope is FLKEKGGL. The TCR CDR3 sequence is CASSQGQGIALYGYTF. Result: 1 (the TCR binds to the epitope). (4) The epitope is RLRAEAQVK. The TCR CDR3 sequence is CASSEEAGEYNEQFF. Result: 1 (the TCR binds to the epitope). (5) The epitope is HSKKKCDEL. The TCR CDR3 sequence is CASSWSRESGNTIYF. Result: 0 (the TCR does not bind to the epitope). (6) The epitope is FVRATATIPI. The TCR CDR3 sequence is CSVEPGASGNTIYF. Result: 0 (the TCR does not bind to the epitope). (7) The epitope is LLQTGIHVRVSQPSL. The TCR CDR3 sequence is CSVETGTEAFF. Result: 0 (the TCR does not bind to the epitope). (8) The epitope is IVTDFSVIK. The TCR CDR3 sequence is CASSSNQGAGGNQPQHF. Result: 0 (the TCR does not bind to the epitope). (9) The epitope is SEISMDNSPNL. The TCR CDR3 sequence is CASSPMTGGMNTEAFF. Result: 0 (the TCR does not bind to the epitope). (10) The epitope is TLDSKTQSL. The TCR CDR3 sequence is CASSLTPFWDRANTGELFF. Result: 1 (the TCR binds to the epitope).